Task: Predict which catalyst facilitates the given reaction.. Dataset: Catalyst prediction with 721,799 reactions and 888 catalyst types from USPTO Reactant: [Cl:1][C:2]1[CH:7]=[CH:6][C:5]([C:8]2[C:17]3[C:12](=[CH:13][C:14]([S:18]([N:21]([CH2:27][C:28]4[CH:33]=[CH:32][C:31]([O:34][CH3:35])=[CH:30][CH:29]=4)[C:22]4[S:23][CH:24]=[CH:25][N:26]=4)(=[O:20])=[O:19])=[CH:15][CH:16]=3)[CH:11]=[CH:10][N:9]=2)=[C:4]([OH:36])[CH:3]=1.C(=O)([O-])[O-].[Cs+].[Cs+].Br[CH2:44][C:45]#[N:46]. Product: [Cl:1][C:2]1[CH:7]=[CH:6][C:5]([C:8]2[C:17]3[C:12](=[CH:13][C:14]([S:18]([N:21]([CH2:27][C:28]4[CH:33]=[CH:32][C:31]([O:34][CH3:35])=[CH:30][CH:29]=4)[C:22]4[S:23][CH:24]=[CH:25][N:26]=4)(=[O:19])=[O:20])=[CH:15][CH:16]=3)[CH:11]=[CH:10][N:9]=2)=[C:4]([O:36][CH2:44][C:45]#[N:46])[CH:3]=1. The catalyst class is: 3.